Dataset: Catalyst prediction with 721,799 reactions and 888 catalyst types from USPTO. Task: Predict which catalyst facilitates the given reaction. (1) Reactant: [OH-].[Na+].O.[CH:4](=[O:11])[CH2:5][CH2:6][CH2:7][CH2:8][CH2:9][CH3:10].[C:12]1(=[O:17])[CH2:16][CH2:15][CH2:14][CH2:13]1. Product: [OH:11][CH:4]([CH:13]1[CH2:14][CH2:15][CH2:16][C:12]1=[O:17])[CH2:5][CH2:6][CH2:7][CH2:8][CH2:9][CH3:10]. The catalyst class is: 81. (2) Reactant: C1(P(C2C=CC=CC=2)C2C=CC=CC=2)C=CC=CC=1.N(C(OC)=O)=NC(OC)=O.[CH3:30][O:31][C:32](=[O:62])[C@H:33]([NH:42][S:43]([C:46]1[CH:51]=[CH:50][C:49]([O:52][CH2:53][C:54]2[CH:59]=[C:58]([F:60])[CH:57]=[C:56]([F:61])[CH:55]=2)=[CH:48][CH:47]=1)(=[O:45])=[O:44])[C@@H:34]([S:36]([CH2:39][CH2:40]O)(=O)=O)[CH3:35]. Product: [CH3:30][O:31][C:32]([C@H:33]1[C@H:34]([CH3:35])[S:36][CH2:39][CH2:40][N:42]1[S:43]([C:46]1[CH:47]=[CH:48][C:49]([O:52][CH2:53][C:54]2[CH:55]=[C:56]([F:61])[CH:57]=[C:58]([F:60])[CH:59]=2)=[CH:50][CH:51]=1)(=[O:45])=[O:44])=[O:62]. The catalyst class is: 7. (3) Reactant: [S:1]([CH2:5][CH2:6][OH:7])([O-:4])(=[O:3])=[O:2].[Na+].[C:9](O)(=[O:16])[C:10]1[CH:15]=[CH:14][CH:13]=[CH:12][CH:11]=1.FC(F)(F)C(OC(=O)C(F)(F)F)=O.[Cl-].[C:32]1([S+:38]([C:45]2[CH:50]=[CH:49][CH:48]=[CH:47][CH:46]=2)[C:39]2[CH:44]=[CH:43][CH:42]=[CH:41][CH:40]=2)[CH:37]=[CH:36][CH:35]=[CH:34][CH:33]=1.C(=O)(O)[O-].[Na+]. The catalyst class is: 617. Product: [C:9]([O:7][CH2:6][CH2:5][S:1]([O-:4])(=[O:3])=[O:2])(=[O:16])[C:10]1[CH:15]=[CH:14][CH:13]=[CH:12][CH:11]=1.[C:45]1([S+:38]([C:32]2[CH:33]=[CH:34][CH:35]=[CH:36][CH:37]=2)[C:39]2[CH:44]=[CH:43][CH:42]=[CH:41][CH:40]=2)[CH:46]=[CH:47][CH:48]=[CH:49][CH:50]=1. (4) Reactant: [CH2:1]([NH:8][C:9]1[CH:14]=[CH:13][C:12]([N+:15]([O-])=O)=[CH:11][C:10]=1[F:18])[C:2]1[CH:7]=[CH:6][CH:5]=[CH:4][CH:3]=1.Cl.C([O-])([O-])=O.[Na+].[Na+]. Product: [F:18][C:10]1[CH:11]=[C:12]([NH2:15])[CH:13]=[CH:14][C:9]=1[NH:8][CH2:1][C:2]1[CH:3]=[CH:4][CH:5]=[CH:6][CH:7]=1. The catalyst class is: 679. (5) Reactant: [CH3:1][C:2]1([CH3:29])[CH2:11][C:10]2[C:5](=[CH:6][CH:7]=[C:8]([C:12]([O:14]C)=[O:13])[CH:9]=2)[NH:4][CH:3]1[C:16]1[CH:21]=[CH:20][CH:19]=[C:18]([C:22](=[O:28])[NH:23][S:24]([CH3:27])(=[O:26])=[O:25])[CH:17]=1.[OH-].[Na+].C(OCC)(=O)C. Product: [CH3:1][C:2]1([CH3:29])[CH2:11][C:10]2[C:5](=[CH:6][CH:7]=[C:8]([C:12]([OH:14])=[O:13])[CH:9]=2)[NH:4][CH:3]1[C:16]1[CH:21]=[CH:20][CH:19]=[C:18]([C:22](=[O:28])[NH:23][S:24]([CH3:27])(=[O:26])=[O:25])[CH:17]=1. The catalyst class is: 5. (6) Reactant: C([O:5][C:6]([CH2:8][N:9]1[CH2:14][CH2:13][CH2:12][N:11]([CH:15]2[CH2:20][CH2:19][N:18]([C:21]([O:23][CH2:24][C:25]3[CH:30]=[CH:29][CH:28]=[CH:27][CH:26]=3)=[O:22])[CH2:17][CH2:16]2)[C:10]1=[O:31])=O)(C)(C)C.[BH4-].[Li+].N. Product: [OH:5][CH2:6][CH2:8][N:9]1[CH2:14][CH2:13][CH2:12][N:11]([CH:15]2[CH2:20][CH2:19][N:18]([C:21]([O:23][CH2:24][C:25]3[CH:26]=[CH:27][CH:28]=[CH:29][CH:30]=3)=[O:22])[CH2:17][CH2:16]2)[C:10]1=[O:31]. The catalyst class is: 1. (7) Reactant: C[O:2][CH:3](OC)[CH2:4][NH:5][C:6](=[O:21])[C:7]([NH:10][C:11](=[O:20])[O:12][CH2:13][C:14]1[CH:19]=[CH:18][CH:17]=[CH:16][CH:15]=1)([CH3:9])[CH3:8].Cl.C(OCC)(=O)C. Product: [CH3:9][C:7]([NH:10][C:11](=[O:20])[O:12][CH2:13][C:14]1[CH:19]=[CH:18][CH:17]=[CH:16][CH:15]=1)([CH3:8])[C:6](=[O:21])[NH:5][CH2:4][CH:3]=[O:2]. The catalyst class is: 1. (8) Reactant: [Cl:1][C:2]1[CH:7]=[CH:6][C:5]([S:8]([C:11]2([C:23]3[CH:28]=[C:27]([F:29])[CH:26]=[CH:25][C:24]=3[F:30])[CH2:16][CH2:15][CH:14]([CH2:17][CH2:18][S:19](Cl)(=[O:21])=[O:20])[CH2:13][CH2:12]2)(=[O:10])=[O:9])=[CH:4][CH:3]=1.[C:31]([NH2:35])([CH3:34])([CH3:33])[CH3:32]. Product: [C:31]([NH:35][S:19]([CH2:18][CH2:17][CH:14]1[CH2:15][CH2:16][C:11]([S:8]([C:5]2[CH:6]=[CH:7][C:2]([Cl:1])=[CH:3][CH:4]=2)(=[O:10])=[O:9])([C:23]2[CH:28]=[C:27]([F:29])[CH:26]=[CH:25][C:24]=2[F:30])[CH2:12][CH2:13]1)(=[O:21])=[O:20])([CH3:34])([CH3:33])[CH3:32]. The catalyst class is: 4.